This data is from TCR-epitope binding with 47,182 pairs between 192 epitopes and 23,139 TCRs. The task is: Binary Classification. Given a T-cell receptor sequence (or CDR3 region) and an epitope sequence, predict whether binding occurs between them. (1) The epitope is RLRAEAQVK. The TCR CDR3 sequence is CASSLGTGSMGETQYF. Result: 1 (the TCR binds to the epitope). (2) Result: 0 (the TCR does not bind to the epitope). The epitope is ARMILMTHF. The TCR CDR3 sequence is CASSSFGPSNRPQHF. (3) The epitope is FLKEKGGL. The TCR CDR3 sequence is CASSRGAGELFF. Result: 0 (the TCR does not bind to the epitope). (4) The epitope is LPRRSGAAGA. The TCR CDR3 sequence is CAVLAEQNTGELFF. Result: 0 (the TCR does not bind to the epitope).